Dataset: M1 muscarinic receptor antagonist screen with 61,756 compounds. Task: Binary Classification. Given a drug SMILES string, predict its activity (active/inactive) in a high-throughput screening assay against a specified biological target. (1) The result is 0 (inactive). The compound is S(c1n(CC2Oc3c(OC2)cccc3)c(=O)c2c(n1)cccc2)CC(OCC)=O. (2) The molecule is S(c1n(c2c(n(c(=O)n(c2=O)C)C)n1)CCC)Cc1c2c([nH]c(=O)c1)cccc2. The result is 0 (inactive).